From a dataset of Forward reaction prediction with 1.9M reactions from USPTO patents (1976-2016). Predict the product of the given reaction. (1) Given the reactants [C:1]([NH:6][C:7]1[CH:15]=[CH:14][CH:13]=[C:12]([O:16][CH3:17])[C:8]=1[C:9]([OH:11])=O)(=O)[CH:2]([CH3:4])[CH3:3].[Cl:18][C:19]1[CH:24]=[CH:23][C:22]([NH2:25])=[CH:21][C:20]=1F.ClC1C=CC(N)=CC=1, predict the reaction product. The product is: [Cl:18][C:19]1[CH:24]=[CH:23][C:22]([N:25]2[C:9](=[O:11])[C:8]3[C:7](=[CH:15][CH:14]=[CH:13][C:12]=3[O:16][CH3:17])[N:6]=[C:1]2[CH:2]([CH3:3])[CH3:4])=[CH:21][CH:20]=1. (2) Given the reactants C([O:3][C:4]([C:6]1[N:11]=[N:10][CH:9]=[C:8]2[N:12]([C:15]3[CH:20]=[CH:19][C:18]([F:21])=[CH:17][CH:16]=3)[N:13]=[CH:14][C:7]=12)=[O:5])C, predict the reaction product. The product is: [F:21][C:18]1[CH:19]=[CH:20][C:15]([N:12]2[C:8]3=[CH:9][N:10]=[N:11][C:6]([C:4]([OH:5])=[O:3])=[C:7]3[CH:14]=[N:13]2)=[CH:16][CH:17]=1.